From a dataset of Full USPTO retrosynthesis dataset with 1.9M reactions from patents (1976-2016). Predict the reactants needed to synthesize the given product. Given the product [F:1][C:2]1[CH:3]=[C:4]([CH:19]=[CH:20][C:21]=1[C:22](=[O:25])[NH:23][CH3:24])[CH2:5][C:6]1[C:7]([CH3:18])=[C:8]([CH3:17])[C:9]([O:16][S:35]([C:38]([F:41])([F:40])[F:39])(=[O:37])=[O:36])=[C:10]([CH:15]=1)[C:11]([O:13][CH3:14])=[O:12], predict the reactants needed to synthesize it. The reactants are: [F:1][C:2]1[CH:3]=[C:4]([CH:19]=[CH:20][C:21]=1[C:22](=[O:25])[NH:23][CH3:24])[CH2:5][C:6]1[C:7]([CH3:18])=[C:8]([CH3:17])[C:9]([OH:16])=[C:10]([CH:15]=1)[C:11]([O:13][CH3:14])=[O:12].[H-].[Na+].C1C=CC(N([S:35]([C:38]([F:41])([F:40])[F:39])(=[O:37])=[O:36])[S:35]([C:38]([F:41])([F:40])[F:39])(=[O:37])=[O:36])=CC=1.Cl.